Dataset: Forward reaction prediction with 1.9M reactions from USPTO patents (1976-2016). Task: Predict the product of the given reaction. (1) Given the reactants [Br:1][C:2]1[CH:7]=[CH:6][C:5]([CH:8]([CH:10]2[CH2:14][CH2:13][N:12]([CH3:15])[CH2:11]2)O)=[CH:4][CH:3]=1.CCN(S(F)(F)[F:22])CC, predict the reaction product. The product is: [Br:1][C:2]1[CH:7]=[CH:6][C:5]([CH:8]([F:22])[CH:10]2[CH2:14][CH2:13][N:12]([CH3:15])[CH2:11]2)=[CH:4][CH:3]=1. (2) The product is: [Br:1][C:2]1[CH:11]=[CH:10][C:5]([C:6]([O:8][CH3:9])=[O:7])=[C:4]([CH2:12][Br:13])[CH:3]=1. Given the reactants [Br:1][C:2]1[CH:11]=[CH:10][C:5]([C:6]([O:8][CH3:9])=[O:7])=[C:4]([CH3:12])[CH:3]=1.[Br:13]N1C(=O)CCC1=O.C(OOC(=O)C1C=CC=CC=1)(=O)C1C=CC=CC=1.Cl, predict the reaction product. (3) Given the reactants [Cl:1][C:2]1[CH:3]=[C:4]([NH:9][C:10](=[O:22])[CH:11]([C:15]2[CH:20]=[CH:19][C:18](Br)=[CH:17][CH:16]=2)[CH2:12][CH:13]=[CH2:14])[CH:5]=[C:6]([Cl:8])[CH:7]=1.[C:23]([C:25]1[CH:26]=[C:27](B(O)O)[CH:28]=[CH:29][CH:30]=1)#[N:24].C([O-])([O-])=O.[Na+].[Na+], predict the reaction product. The product is: [Cl:1][C:2]1[CH:3]=[C:4]([NH:9][C:10](=[O:22])[CH:11]([C:15]2[CH:20]=[CH:19][C:18]([C:29]3[CH:28]=[CH:27][CH:26]=[C:25]([C:23]#[N:24])[CH:30]=3)=[CH:17][CH:16]=2)[CH2:12][CH:13]=[CH2:14])[CH:5]=[C:6]([Cl:8])[CH:7]=1.